From a dataset of Peptide-MHC class II binding affinity with 134,281 pairs from IEDB. Regression. Given a peptide amino acid sequence and an MHC pseudo amino acid sequence, predict their binding affinity value. This is MHC class II binding data. (1) The peptide sequence is AAPAAGYTPATPAAP. The MHC is DRB1_1201 with pseudo-sequence DRB1_1201. The binding affinity (normalized) is 0. (2) The peptide sequence is RRRVMIQSSGGKLRL. The MHC is H-2-IAb with pseudo-sequence H-2-IAb. The binding affinity (normalized) is 0.0833. (3) The peptide sequence is YRKFLANVSTVLTGK. The binding affinity (normalized) is 0.753. The MHC is DRB1_0401 with pseudo-sequence DRB1_0401.